From a dataset of Peptide-MHC class I binding affinity with 185,985 pairs from IEDB/IMGT. Regression. Given a peptide amino acid sequence and an MHC pseudo amino acid sequence, predict their binding affinity value. This is MHC class I binding data. The binding affinity (normalized) is 0.615. The MHC is HLA-B15:01 with pseudo-sequence HLA-B15:01. The peptide sequence is NFFHASLAY.